Predict which catalyst facilitates the given reaction. From a dataset of Catalyst prediction with 721,799 reactions and 888 catalyst types from USPTO. (1) Reactant: Br[CH2:2][C:3](OC(=O)CBr)=[O:4].[NH2:10][C:11]1[CH:12]=[C:13]([CH2:33][N:34]2[CH2:39][CH2:38][O:37][CH2:36][CH2:35]2)[CH:14]=[C:15]2[C:20]=1[N:19]=[CH:18][C:17]([C:21]([NH:23][CH2:24][C:25]1[CH:30]=[CH:29][C:28]([Cl:31])=[CH:27][CH:26]=1)=[O:22])=[C:16]2[OH:32].C(N(CC)CC)C.CO. Product: [Cl:31][C:28]1[CH:29]=[CH:30][C:25]([CH2:24][NH:23][C:21]([C:17]2[C:16](=[O:32])[C:15]3[C:20]4[N:19]([CH:18]=2)[CH2:2][C:3](=[O:4])[NH:10][C:11]=4[CH:12]=[C:13]([CH2:33][N:34]2[CH2:35][CH2:36][O:37][CH2:38][CH2:39]2)[CH:14]=3)=[O:22])=[CH:26][CH:27]=1. The catalyst class is: 3. (2) Reactant: [F:1][C:2]([F:12])([F:11])[C:3]1[C:8]([CH2:9][OH:10])=[CH:7][CH:6]=[CH:5][N:4]=1. Product: [F:11][C:2]([F:1])([F:12])[C:3]1[N:4]=[CH:5][CH:6]=[CH:7][C:8]=1[CH:9]=[O:10]. The catalyst class is: 704.